From a dataset of Forward reaction prediction with 1.9M reactions from USPTO patents (1976-2016). Predict the product of the given reaction. (1) Given the reactants [CH2:1]([O:5][C:6]1[CH:11]=[CH:10][CH:9]=[CH:8][C:7]=1[CH2:12][C:13]#N)[CH2:2][CH:3]=[CH2:4].[OH-:15].[Na+].[OH2:17], predict the reaction product. The product is: [CH2:1]([O:5][C:6]1[CH:11]=[CH:10][CH:9]=[CH:8][C:7]=1[CH2:12][C:13]([OH:17])=[O:15])[CH2:2][CH:3]=[CH2:4]. (2) Given the reactants F[C:2]1[CH:7]=[CH:6][C:5]([N+:8]([O-:10])=[O:9])=[CH:4][C:3]=1[F:11].O.[NH2:13][NH2:14], predict the reaction product. The product is: [F:11][C:3]1[CH:4]=[C:5]([N+:8]([O-:10])=[O:9])[CH:6]=[CH:7][C:2]=1[NH:13][NH2:14].